The task is: Binary Classification. Given a miRNA mature sequence and a target amino acid sequence, predict their likelihood of interaction.. This data is from Experimentally validated miRNA-target interactions with 360,000+ pairs, plus equal number of negative samples. (1) The miRNA is mmu-miR-181a-5p with sequence AACAUUCAACGCUGUCGGUGAGU. The protein sequence of the target gene is MAFTNYSSLNRAQLTFEYLHTNSTTHEFLFGALAELVDNARDADATRIDIYAERREDLRGGFMLCFLDDGAGMDPSDAASVIQFGKSAKRTPESTQIGQYGNGLKSGSMRIGKDFILFTKKEDTMTCLFLSRTFHEEEGIDEVIVPLPTWNARTREPITDNVEKFAIETELVYKYSPFHTEEQVMNQFMKIPGNSGTLVIIFNLKLMDNGEPELDIISNPKDIQMAETSPEGTKPERRSFRAYAAVLYIDPRMRIFIHGHKVQTKRLSCCLYKPRMYKYTSSRFKTRAEQEVKKAEHVAR.... Result: 1 (interaction). (2) The miRNA is hsa-miR-4635 with sequence UCUUGAAGUCAGAACCCGCAA. The protein sequence of the target gene is MPGRLLRGLWQRWRRYKYRFVPWIALNLSHNPRTLRYVPEESKDKVISDEDVLGTLLKVFQALFLNDFNKQSEILSMLPESVKSKYQDLLAVEHQGVKLLENRHQQQSTFKPEEILYKTLGFSVAQATSSLISAGKGVFVTKGLVPKGAVVSMYPGTVYQKYEPIFFQSIGNPFIFRCLDGVLIDGNDKGISKVVYRSCNGRDRLGPLKMSDSTWLTSEIHNPLAVGQYVNNCSNDRAANVCYQEFDVPAVFPIELKQYLPNIAYSYDKQSPLRCVVLVALRDINQGEELFSNYYTIVS. Result: 1 (interaction). (3) The miRNA is hsa-miR-7976 with sequence UGCCCUGAGACUUUUGCUC. The protein sequence of the target gene is MASSTPSPATSSNAGADPNTTNLRPTTYDTWCGVAHGCTRKLGLKICGFLQRTNSLEEKSRLVSAFRERQASKNLLSCENSDPGARFRRTETDFSNLFAQDLLPAKNGEEQTVQFLLEVVDILLNYVRKTFDRSTKVLDFHHPHQLLEGMEGFNLELSDHPESLEQILVDCRDTLKYGVRTGHPRFFNQLSTGLDIIGLAGEWLTSTANTNMFTYEIAPVFVLMEQITLKKMREIIGWSNKDGDGIFSPGGAISNMYSIMAARYKYFPEVKTKGMAAVPKLVLFTSEHSHYSIKKAGAAL.... Result: 0 (no interaction). (4) The miRNA is hsa-miR-8067 with sequence CCUAGAAACUGUAAACUUAGUC. The protein sequence of the target gene is MADTDLFMECEEEELEPWQKISDVIEDSVVEDYNSVDKTTSVSVSQQPVSAPVPIAAHASVAGHLSTSTTVSNSGAQNSDSTKKTLVTLIANNNAGNTLVQQGGQPLILTQNPAPGLGTMVTQPVLRPVQVMQNANHVTSSPVASQPIFITTQGFPVRNVRPVQNAMNQVGIVLNVQQGQTVRPITLVPAPGTQFVKPTVGVPQVFSQMTPVRPGSTMPVRPTTNTFTTVIPATLTIRSTVPQSQSQQTKSTPSTSTTPTATQPTSLGQLAGQPPGQSNQTSNPKLAPSFPSPPAVSIAS.... Result: 0 (no interaction).